From a dataset of Catalyst prediction with 721,799 reactions and 888 catalyst types from USPTO. Predict which catalyst facilitates the given reaction. (1) Reactant: [C:1]([O:5][C:6](=[O:41])[NH:7][C:8]1([C:14]2[CH:19]=[CH:18][C:17]([C:20]3[N:29]=[C:28]4[C:23]([CH:24]=[N:25][C:26]5[N:27]4[N:30]=[C:31]([CH3:33])[CH:32]=5)=[C:22](Cl)[C:21]=3[C:35]3[CH:40]=[CH:39][CH:38]=[CH:37][CH:36]=3)=[CH:16][CH:15]=2)[CH2:11][C:10]([OH:13])([CH3:12])[CH2:9]1)([CH3:4])([CH3:3])[CH3:2].[CH3:42]B(O)O.C([O-])([O-])=O.[Cs+].[Cs+]. Product: [C:1]([O:5][C:6](=[O:41])[NH:7][C:8]1([C:14]2[CH:19]=[CH:18][C:17]([C:20]3[N:29]=[C:28]4[C:23]([CH:24]=[N:25][C:26]5[N:27]4[N:30]=[C:31]([CH3:33])[CH:32]=5)=[C:22]([CH3:42])[C:21]=3[C:35]3[CH:40]=[CH:39][CH:38]=[CH:37][CH:36]=3)=[CH:16][CH:15]=2)[CH2:11][C:10]([OH:13])([CH3:12])[CH2:9]1)([CH3:4])([CH3:3])[CH3:2]. The catalyst class is: 819. (2) Reactant: [NH:1]1[CH2:5][CH2:4][N:3]=[C:2]1[C:6]1[C:10]2[CH:11]=[C:12]([O:29][CH:30]([CH3:32])[CH3:31])[C:13]([N:15]([CH2:20][C:21]3[CH:26]=[CH:25][C:24]([O:27][CH3:28])=[CH:23][CH:22]=3)[S:16]([CH3:19])(=[O:18])=[O:17])=[CH:14][C:9]=2[O:8][C:7]=1[C:33]1[CH:38]=[CH:37][C:36]([F:39])=[CH:35][CH:34]=1.C(=O)([O-])[O-].[K+].[K+].C(O)(=O)C.C(O)(=O)C.IC1C=CC=CC=1.C(=O)(O)[O-].[Na+]. Product: [F:39][C:36]1[CH:35]=[CH:34][C:33]([C:7]2[O:8][C:9]3[CH:14]=[C:13]([N:15]([CH2:20][C:21]4[CH:26]=[CH:25][C:24]([O:27][CH3:28])=[CH:23][CH:22]=4)[S:16]([CH3:19])(=[O:18])=[O:17])[C:12]([O:29][CH:30]([CH3:32])[CH3:31])=[CH:11][C:10]=3[C:6]=2[C:2]2[NH:3][CH:4]=[CH:5][N:1]=2)=[CH:38][CH:37]=1. The catalyst class is: 148. (3) Reactant: O1CCCCC1[O:7][CH2:8][CH2:9][O:10][CH2:11][CH2:12][C:13]1[CH:18]=[C:17]([O:19][CH2:20][CH:21]=[CH2:22])[CH:16]=[C:15]([O:23][CH2:24][CH:25]=[CH2:26])[C:14]=1[CH2:27][CH3:28].Cl.C(=O)([O-])O.[Na+].O. Product: [CH2:24]([O:23][C:15]1[C:14]([CH2:27][CH3:28])=[C:13]([CH2:12][CH2:11][O:10][CH2:9][CH2:8][OH:7])[CH:18]=[C:17]([O:19][CH2:20][CH:21]=[CH2:22])[CH:16]=1)[CH:25]=[CH2:26]. The catalyst class is: 71. (4) Reactant: [Cl:1][C:2]1[CH:3]=[CH:4][C:5]([OH:18])=[C:6]([C:8](=[O:17])/[CH:9]=[CH:10]/[C:11]2[CH:16]=[CH:15][CH:14]=[CH:13][CH:12]=2)[CH:7]=1.C(N(CC)C(C)C)(C)C.[F:28][C:29]([F:42])([F:41])[S:30](O[S:30]([C:29]([F:42])([F:41])[F:28])(=[O:32])=[O:31])(=[O:32])=[O:31].[NH4+].[Cl-]. Product: [Cl:1][C:2]1[CH:3]=[CH:4][C:5]([O:18][S:30]([C:29]([F:42])([F:41])[F:28])(=[O:32])=[O:31])=[C:6]([C:8](=[O:17])/[CH:9]=[CH:10]/[C:11]2[CH:12]=[CH:13][CH:14]=[CH:15][CH:16]=2)[CH:7]=1. The catalyst class is: 34. (5) Reactant: P(Cl)(Cl)([Cl:3])=O.[C:6]([O:9][C:10]1[CH:19]=[C:18]2[C:13]([C:14](=O)[NH:15][CH:16]=[N:17]2)=[C:12]([O:21][CH:22]([CH3:24])[CH3:23])[CH:11]=1)(=[O:8])[CH3:7].C(N(C(C)C)CC)(C)C. Product: [C:6]([O:9][C:10]1[CH:19]=[C:18]2[C:13]([C:14]([Cl:3])=[N:15][CH:16]=[N:17]2)=[C:12]([O:21][CH:22]([CH3:24])[CH3:23])[CH:11]=1)(=[O:8])[CH3:7]. The catalyst class is: 26. (6) Reactant: [CH3:1][O:2][CH2:3][CH:4]1[CH2:7][CH:6](C#CC2ON=C(C[CH2:16][C@@:17](C)(S(C)(=O)=O)[C:18]([O:20][CH2:21]C3C=CC=CC=3)=[O:19])C=2)[CH2:5]1.NO.[OH-:35].[Na+].Cl.[CH2:38]1[CH2:42][O:41][CH2:40][CH2:39]1.C[OH:44]. Product: [O:35]=[C:6]1[CH2:7][CH:4]([C:3]([O:2][CH3:1])=[O:44])[CH2:5]1.[CH3:40][O:41][CH:42]=[C:38]1[CH2:39][CH:17]([C:18]([O:20][CH3:21])=[O:19])[CH2:16]1. The catalyst class is: 16. (7) Reactant: CC1(C)[O:6][C@@H:5]([C:7]2[N:12]=[C:11]([C:13]3[CH:32]=[CH:31][C:16]([O:17][C:18]4[CH:23]=[CH:22][C:21]([F:24])=[CH:20][C:19]=4[C:25](=[O:30])[C:26]([F:29])([F:28])[F:27])=[CH:15][CH:14]=3)[CH:10]=[CH:9][CH:8]=2)[CH2:4][O:3]1.[BH-](OC(C)=O)(OC(C)=O)OC(C)=O.[Na+]. Product: [F:24][C:21]1[CH:22]=[CH:23][C:18]([O:17][C:16]2[CH:15]=[CH:14][C:13]([C:11]3[N:12]=[C:7]([C@H:5]([OH:6])[CH2:4][OH:3])[CH:8]=[CH:9][CH:10]=3)=[CH:32][CH:31]=2)=[C:19]([CH:25]([OH:30])[C:26]([F:27])([F:28])[F:29])[CH:20]=1. The catalyst class is: 22. (8) Reactant: [CH3:1][C:2]([CH3:35])([CH3:34])[C:3](=[O:33])[CH2:4][O:5][C:6]1[N:10]([C:11]2[CH:16]=[CH:15][CH:14]=[CH:13][C:12]=2[F:17])[N:9]=[C:8]([C:18]([NH:20][C@H:21]([C:26]2[CH:31]=[CH:30][CH:29]=[CH:28][C:27]=2[CH3:32])[CH2:22][C:23]([OH:25])=[O:24])=[O:19])[CH:7]=1.[BH4-].[Na+]. Product: [F:17][C:12]1[CH:13]=[CH:14][CH:15]=[CH:16][C:11]=1[N:10]1[C:6]([O:5][CH2:4][CH:3]([OH:33])[C:2]([CH3:35])([CH3:34])[CH3:1])=[CH:7][C:8]([C:18]([NH:20][C@H:21]([C:26]2[CH:31]=[CH:30][CH:29]=[CH:28][C:27]=2[CH3:32])[CH2:22][C:23]([OH:25])=[O:24])=[O:19])=[N:9]1. The catalyst class is: 2. (9) Reactant: [NH2:1][C:2]1[CH:22]=[CH:21][CH:20]=[C:19]([Cl:23])[C:3]=1[C:4]([NH:6][C:7]1[CH:12]=[CH:11][CH:10]=[CH:9][C:8]=1[C:13]1[CH:18]=[CH:17][CH:16]=[CH:15][CH:14]=1)=[O:5].[Cl:24][CH2:25][C:26](Cl)=O. Product: [C:8]1([C:13]2[CH:18]=[CH:17][CH:16]=[CH:15][CH:14]=2)[CH:9]=[CH:10][CH:11]=[CH:12][C:7]=1[N:6]1[C:4](=[O:5])[C:3]2[C:2](=[CH:22][CH:21]=[CH:20][C:19]=2[Cl:23])[N:1]=[C:26]1[CH2:25][Cl:24]. The catalyst class is: 15. (10) Product: [F:1][C:2]1[CH:3]=[CH:4][C:5]([O:19][CH3:20])=[C:6]([C:8]([CH3:18])([CH3:17])[CH2:9][C:10]([OH:11])([C:13]([F:16])([F:15])[F:14])[CH2:12][N:25]2[C:26]3[C:31](=[CH:30][CH:29]=[CH:28][CH:27]=3)[N:22]([CH3:21])[C:23](=[O:32])[CH2:24]2)[CH:7]=1. The catalyst class is: 9. Reactant: [F:1][C:2]1[CH:3]=[CH:4][C:5]([O:19][CH3:20])=[C:6]([C:8]([CH3:18])([CH3:17])[CH2:9][C:10]2([C:13]([F:16])([F:15])[F:14])[CH2:12][O:11]2)[CH:7]=1.[CH3:21][N:22]1[C:31]2[C:26](=[CH:27][CH:28]=[CH:29][CH:30]=2)[NH:25][CH2:24][C:23]1=[O:32].N1C2C(=CC=CC=2)NCC1=O.C(=O)(O)[O-].[Na+].